The task is: Predict the product of the given reaction.. This data is from Forward reaction prediction with 1.9M reactions from USPTO patents (1976-2016). (1) Given the reactants CO.[F:3][C:4]1[CH:9]=[CH:8][C:7]([F:10])=[CH:6][C:5]=1[C@H:11]1[CH2:15][CH2:14][CH2:13][N:12]1[C:16]1[CH:21]=[CH:20][N:19]2[N:22]=[CH:23][C:24]([NH:25][C:26](=[O:34])[C:27]3[C:32]([CH3:33])=[CH:31][CH:30]=[CH:29][N:28]=3)=[C:18]2[N:17]=1.[ClH:35], predict the reaction product. The product is: [ClH:35].[F:3][C:4]1[CH:9]=[CH:8][C:7]([F:10])=[CH:6][C:5]=1[C@H:11]1[CH2:15][CH2:14][CH2:13][N:12]1[C:16]1[CH:21]=[CH:20][N:19]2[N:22]=[CH:23][C:24]([NH:25][C:26](=[O:34])[C:27]3[C:32]([CH3:33])=[CH:31][CH:30]=[CH:29][N:28]=3)=[C:18]2[N:17]=1. (2) Given the reactants [C:1]([O:5][C:6](=[O:25])[NH:7][C:8]1[CH:13]=[C:12]([O:14][CH2:15][C:16]([F:19])([F:18])[F:17])[C:11]([C:20]([F:23])([F:22])[F:21])=[CH:10][C:9]=1[NH2:24])([CH3:4])([CH3:3])[CH3:2].C([O:30][C:31](=O)[CH2:32][C:33]([C:35]1[CH:40]=[CH:39][CH:38]=[C:37]([C:41]2[CH:46]=[C:45]([CH3:47])[N:44]=[C:43]([CH3:48])[CH:42]=2)[CH:36]=1)=[O:34])(C)(C)C, predict the reaction product. The product is: [C:1]([O:5][C:6](=[O:25])[NH:7][C:8]1[CH:13]=[C:12]([O:14][CH2:15][C:16]([F:18])([F:17])[F:19])[C:11]([C:20]([F:22])([F:23])[F:21])=[CH:10][C:9]=1[NH:24][C:31](=[O:30])[CH2:32][C:33]([C:35]1[CH:40]=[CH:39][CH:38]=[C:37]([C:41]2[CH:42]=[C:43]([CH3:48])[N:44]=[C:45]([CH3:47])[CH:46]=2)[CH:36]=1)=[O:34])([CH3:4])([CH3:2])[CH3:3]. (3) Given the reactants [NH2:1][C:2]1[CH:3]=[C:4]([CH:8]=[CH:9][C:10]=1[NH:11][CH:12]1[CH2:17][CH2:16][O:15][CH2:14][CH2:13]1)[C:5]([OH:7])=[O:6].[C:18](Cl)(=O)[CH3:19].O1CCOCC1.Cl, predict the reaction product. The product is: [CH3:18][C:19]1[N:11]([CH:12]2[CH2:17][CH2:16][O:15][CH2:14][CH2:13]2)[C:10]2[CH:9]=[CH:8][C:4]([C:5]([OH:7])=[O:6])=[CH:3][C:2]=2[N:1]=1. (4) Given the reactants [Br:1][C:2]1[C:10]([F:11])=[CH:9][CH:8]=[C:7]2[C:3]=1[CH:4]=[N:5][NH:6]2.[F:12][C:13]1[CH:14]=[C:15](B(O)O)[CH:16]=[CH:17][C:18]=1[O:19][CH2:20][C:21]1[CH:26]=[CH:25][CH:24]=[CH:23][CH:22]=1.N1C=CC=CC=1.B(O)O, predict the reaction product. The product is: [Br:1][C:2]1[C:10]([F:11])=[CH:9][CH:8]=[C:7]2[C:3]=1[CH:4]=[N:5][N:6]2[C:15]1[CH:16]=[CH:17][C:18]([O:19][CH2:20][C:21]2[CH:22]=[CH:23][CH:24]=[CH:25][CH:26]=2)=[C:13]([F:12])[CH:14]=1. (5) The product is: [CH2:14]([O:21][C:22]1[C:23]([Cl:32])=[CH:24][C:25]([C:26]([N:4]2[C:5]3[CH:10]=[CH:9][CH:8]=[CH:7][C:6]=3[O:1][CH2:2][C:3]2=[O:11])=[O:27])=[CH:29][C:30]=1[Cl:31])[C:15]1[CH:16]=[CH:17][CH:18]=[CH:19][CH:20]=1. Given the reactants [O:1]1[C:6]2[CH:7]=[CH:8][CH:9]=[CH:10][C:5]=2[NH:4][C:3](=[O:11])[CH2:2]1.[H-].[Na+].[CH2:14]([O:21][C:22]1[C:30]([Cl:31])=[CH:29][C:25]([C:26](Cl)=[O:27])=[CH:24][C:23]=1[Cl:32])[C:15]1[CH:20]=[CH:19][CH:18]=[CH:17][CH:16]=1.O, predict the reaction product. (6) Given the reactants [CH2:1]([N:3]([CH2:17][CH3:18])[CH2:4][CH2:5][CH2:6][O:7][C:8]1[CH:13]=[CH:12][CH:11]=[C:10]([N+:14]([O-])=O)[CH:9]=1)[CH3:2], predict the reaction product. The product is: [NH2:14][C:10]1[CH:9]=[C:8]([CH:13]=[CH:12][CH:11]=1)[O:7][CH2:6][CH2:5][CH2:4][N:3]([CH2:1][CH3:2])[CH2:17][CH3:18]. (7) Given the reactants [OH:1][CH2:2][C@H:3]1[C@H:7]([C:8]2[C:9]([O:29]C)=[CH:10][C:11]([O:27]C)=[C:12]3[C:17]=2[O:16][C:15]([C:18]2[CH:23]=[CH:22][CH:21]=[CH:20][C:19]=2[O:24]C)=[CH:14][C:13]3=[O:26])[CH2:6][CH2:5][N:4]1[CH3:31].Cl.N1C=CC=CC=1, predict the reaction product. The product is: [OH:27][C:11]1[CH:10]=[C:9]([OH:29])[C:8]([C@@H:7]2[CH2:6][CH2:5][N:4]([CH3:31])[C@H:3]2[CH2:2][OH:1])=[C:17]2[C:12]=1[C:13](=[O:26])[CH:14]=[C:15]([C:18]1[CH:23]=[CH:22][CH:21]=[CH:20][C:19]=1[OH:24])[O:16]2. (8) Given the reactants [O:1]1[CH2:6][CH2:5][N:4]([C:7]2[CH:8]=[C:9]([F:33])[C:10]3[N:11](C(OC(C)(C)C)=O)[C:12]4[C:17]([S:18][C:19]=3[CH:20]=2)=[CH:16][C:15]([N:21]2[CH2:25][CH2:24][CH2:23][CH2:22]2)=[CH:14][CH:13]=4)[CH2:3][CH2:2]1.[Cl:34]CCl, predict the reaction product. The product is: [Cl-:34].[O:1]1[CH2:2][CH2:3][N:4]([C:7]2[CH:8]=[C:9]([F:33])[C:10]3[C:19]([CH:20]=2)=[S+:18][C:17]2[C:12](=[CH:13][CH:14]=[C:15]([N:21]4[CH2:22][CH2:23][CH2:24][CH2:25]4)[CH:16]=2)[N:11]=3)[CH2:5][CH2:6]1. (9) Given the reactants [C:1]([C:5]1[C:10]([N+:11]([O-])=O)=[CH:9][C:8]([OH:14])=[C:7]([Cl:15])[CH:6]=1)([CH3:4])([CH3:3])[CH3:2], predict the reaction product. The product is: [C:1]([C:5]1[C:10]([NH2:11])=[CH:9][C:8]([OH:14])=[C:7]([Cl:15])[CH:6]=1)([CH3:4])([CH3:2])[CH3:3].